This data is from Full USPTO retrosynthesis dataset with 1.9M reactions from patents (1976-2016). The task is: Predict the reactants needed to synthesize the given product. (1) Given the product [OH:22][C@@H:19]1[CH2:20][CH2:21][N:17]([C:14]2[N:15]=[CH:16][C:11]([N:6]3[CH:7]=[CH:8][C:3]([S:2][CH3:1])=[CH:4][C:5]3=[O:9])=[CH:12][CH:13]=2)[CH2:18]1, predict the reactants needed to synthesize it. The reactants are: [CH3:1][S:2][C:3]1[CH:8]=[CH:7][NH:6][C:5](=[O:9])[CH:4]=1.I[C:11]1[CH:12]=[CH:13][C:14]([N:17]2[CH2:21][CH2:20][C@@H:19]([OH:22])[CH2:18]2)=[N:15][CH:16]=1. (2) Given the product [CH:9]1([O:8][C:3]2[CH:4]=[CH:5][CH:6]=[CH:7][C:2]=2[N:15]2[CH2:20][CH2:19][NH:18][CH2:17][CH2:16]2)[CH2:14][CH2:13][CH2:12][CH2:11][CH2:10]1, predict the reactants needed to synthesize it. The reactants are: Br[C:2]1[CH:7]=[CH:6][CH:5]=[CH:4][C:3]=1[O:8][CH:9]1[CH2:14][CH2:13][CH2:12][CH2:11][CH2:10]1.[NH:15]1[CH2:20][CH2:19][NH:18][CH2:17][CH2:16]1. (3) Given the product [NH2:1][C:2]1[N:7]=[C:6]([NH:9][C:10]2[CH:15]=[CH:14][C:13]([S:16]([NH:19][C:20](=[O:22])[CH3:21])(=[O:18])=[O:17])=[CH:12][CH:11]=2)[CH:5]=[CH:4][N:3]=1, predict the reactants needed to synthesize it. The reactants are: [NH2:1][C:2]1[N:7]=[C:6](Cl)[CH:5]=[CH:4][N:3]=1.[NH2:9][C:10]1[CH:15]=[CH:14][C:13]([S:16]([NH:19][C:20](=[O:22])[CH3:21])(=[O:18])=[O:17])=[CH:12][CH:11]=1.CCN(C(C)C)C(C)C. (4) Given the product [F:17][C:18]1[CH:19]=[C:20]([C:2]2[C:10]([C:11]3[CH:16]=[CH:15][CH:14]=[CH:13][CH:12]=3)=[C:5]3[CH:6]=[CH:7][CH:8]=[CH:9][N:4]3[N:3]=2)[CH:21]=[N:22][CH:23]=1, predict the reactants needed to synthesize it. The reactants are: Cl[C:2]1[C:10]([C:11]2[CH:16]=[CH:15][CH:14]=[CH:13][CH:12]=2)=[C:5]2[CH:6]=[CH:7][CH:8]=[CH:9][N:4]2[N:3]=1.[F:17][C:18]1[CH:19]=[C:20](B(O)O)[CH:21]=[N:22][CH:23]=1.[O-]P([O-])([O-])=O.[K+].[K+].[K+].C1(P(C2CCCCC2)C2C=CC=CC=2C2C(OC)=CC=CC=2OC)CCCCC1. (5) Given the product [F:12][C:13]([F:15])([F:14])[C:16]([OH:17])([CH2:18][CH3:19])[C:6]#[C:5][Si:2]([CH3:4])([CH3:3])[CH3:1], predict the reactants needed to synthesize it. The reactants are: [CH3:1][Si:2]([C:5]#[CH:6])([CH3:4])[CH3:3].C([Li])CCC.[F:12][C:13]([C:16]([CH2:18][CH3:19])=[O:17])([F:15])[F:14].[Cl-].[NH4+]. (6) Given the product [F:1][C:2]1[CH:3]=[CH:4][C:5]([CH2:8][C:9]([C:11]2[CH:16]=[CH:15][N:14]=[C:13]([NH:17][C:18](=[O:20])[CH3:19])[CH:12]=2)=[O:10])=[CH:6][CH:7]=1, predict the reactants needed to synthesize it. The reactants are: [F:1][C:2]1[CH:7]=[CH:6][C:5]([CH2:8][C:9]([C:11]2[CH:16]=[CH:15][N:14]=[C:13]([NH2:17])[CH:12]=2)=[O:10])=[CH:4][CH:3]=1.[C:18](OC(=O)C)(=[O:20])[CH3:19]. (7) The reactants are: OC(C(F)(F)F)=O.C([O:15][C:16]([C@:18]1([CH2:58][F:59])[CH2:23][CH2:22][C:21]([C:24]2[C:25]([CH3:57])([CH3:56])[C@H:26]3[C@:39]([CH3:42])([CH2:40][CH:41]=2)[C@@H:38]2[C@:29]([CH3:55])([C@@:30]4([CH3:54])[C@H:35]([CH2:36][CH2:37]2)[C@H:34]2[C@H:43]([C:46]([CH3:48])=[CH2:47])[CH2:44][CH2:45][C@:33]2([NH:49][CH2:50][C:51]([OH:53])=[O:52])[CH2:32][CH2:31]4)[CH2:28][CH2:27]3)=[CH:20][CH2:19]1)=[O:17])C1C=CC=CC=1.[Li+].[OH-].C1COCC1.C(O)(C(F)(F)F)=O. Given the product [C:51]([CH2:50][NH:49][C@:33]12[CH2:45][CH2:44][C@@H:43]([C:46]([CH3:48])=[CH2:47])[C@@H:34]1[C@@H:35]1[C@@:30]([CH3:54])([CH2:31][CH2:32]2)[C@@:29]2([CH3:55])[C@@H:38]([C@:39]3([CH3:42])[C@@H:26]([CH2:27][CH2:28]2)[C:25]([CH3:57])([CH3:56])[C:24]([C:21]2[CH2:22][CH2:23][C@@:18]([CH2:58][F:59])([C:16]([OH:17])=[O:15])[CH2:19][CH:20]=2)=[CH:41][CH2:40]3)[CH2:37][CH2:36]1)([OH:53])=[O:52], predict the reactants needed to synthesize it. (8) Given the product [C:2]1([N:12]2[CH:16]=[CH:15][NH:14][CH2:13]2)[C:11]2[C:6](=[CH:7][CH:8]=[CH:9][CH:10]=2)[CH:5]=[CH:4][CH:3]=1, predict the reactants needed to synthesize it. The reactants are: Br[C:2]1[C:11]2[C:6](=[CH:7][CH:8]=[CH:9][CH:10]=2)[CH:5]=[CH:4][CH:3]=1.[NH:12]1[CH:16]=[CH:15][N:14]=[CH:13]1.C(=O)([O-])[O-].[K+].[K+].